This data is from Antibody paratope prediction from SAbDab with 1,023 antibody chains. The task is: Token-level Classification. Given an antibody amino acid sequence, predict which amino acid positions are active in antigen binding. Output is a list of indices for active paratope positions. (1) Given the antibody sequence: EVKLLESGPGLVAPSESLSITCTISGFSLTDDGVSWIRQPPGKGLEWLGVIWGGGSTYFNSLFKSRLSITRDNSKSQVFLEMDSLQTDDTAMYYCAKHDGHETMDYWGQGTSVTVSS, which amino acid positions are active in antigen binding (paratope)? The paratope positions are: [52, 82, 83, 84, 103]. (2) Given the antibody sequence: EIVLTQSPATLSLSPGERATLSCRASQSISTFLAWYQHKPGQAPRLLIYDASTRATGVPARFSGSRSGTDFTLTISTLEPEDFAVYYCQQRYNWPPYTFGQGTKVEIK, which amino acid positions are active in antigen binding (paratope)? The paratope positions are: [95]. (3) Given the antibody sequence: QIQLVQSGPELKKPGETVRISCKASGYIFTIAGIQWVQKMPGRGLRWIGWINTHSGVPEYAEEFKGRFAFSLETSARTAYLQISNLKDEDTATYFCARIYYGNNGGVMDYWGQGTSVTVSS, which amino acid positions are active in antigen binding (paratope)? The paratope positions are: [52, 83, 84, 85, 104, 105, 106, 107]. (4) Given the antibody sequence: QVQLKESGPGILQPSQTLSLTCSFSGFSLSTYGMGVSWIRQPSGKGLEWLAHIFWDGDKRYNPSLKSRLKISKDTSNNQVFLKITSVDTADTATYYCVQEGYIYWGQGTSVTVSS, which amino acid positions are active in antigen binding (paratope)? The paratope positions are: [31, 32, 54, 84, 85, 86]. (5) The paratope positions are: [30, 31, 32, 33, 34]. Given the antibody sequence: DIVMTQSPDSLAVSLGERATINCRSSQSIVHSTGNTYLEWYQQKPGQPPKLLIYKVSNRFSGVPDRFSGSGSGTDFTLTISSLQAEDVAVYYCFHGTHVPYTFGGGTKVEIK, which amino acid positions are active in antigen binding (paratope)? (6) Given the antibody sequence: QLQLQESGPGLVKPSETLSLTCTISGDSISSNNYYWGWIRQPPGKGLEWIGSIYYSGSTYYNPSLKSRVTISVDTSKNQFSLKLSSVTAADTAVYYCARHRRVLLWFGEFQLWGQGTLVTVSS, which amino acid positions are active in antigen binding (paratope)? The paratope positions are: [31, 32, 84, 85, 86, 105, 106, 107, 108, 109]. (7) Given the antibody sequence: EIVLTQSPATLSLSPGERATLSCRASQSVGGYLTWYQHKPGQAPRLLIFDASIRATGIPARFSGSGSGTDFTLTITRLEPEDFAVYYCQQRSMWPPVTFGQGTKLEIK, which amino acid positions are active in antigen binding (paratope)? The paratope positions are: [95].